From a dataset of Catalyst prediction with 721,799 reactions and 888 catalyst types from USPTO. Predict which catalyst facilitates the given reaction. (1) Reactant: C(=O)([O-])O.[Na+].O.[F:7][C:8]1[CH:13]=[CH:12][C:11]([CH:14]2[CH2:19][CH2:18][NH:17][CH2:16][CH:15]2[CH2:20][OH:21])=[CH:10][CH:9]=1.[C:22](O[C:22]([O:24][C:25]([CH3:28])([CH3:27])[CH3:26])=[O:23])([O:24][C:25]([CH3:28])([CH3:27])[CH3:26])=[O:23]. Product: [F:7][C:8]1[CH:13]=[CH:12][C:11]([CH:14]2[CH2:19][CH2:18][N:17]([C:22]([O:24][C:25]([CH3:28])([CH3:27])[CH3:26])=[O:23])[CH2:16][CH:15]2[CH2:20][OH:21])=[CH:10][CH:9]=1. The catalyst class is: 12. (2) Reactant: [H-].[Na+].C([O:5][C:6](=[O:16])[CH2:7]P(OCC)(OCC)=O)C.[O:17]=[C:18]1[N:29]([C@H:30]2[CH2:35][CH2:34][CH2:33][C@H:32]([CH:36]=O)[CH2:31]2)[C:21]2=[C:22]3[CH:28]=[CH:27][NH:26][C:23]3=[N:24][CH:25]=[C:20]2[NH:19]1.O. Product: [O:17]=[C:18]1[N:29]([C@H:30]2[CH2:35][CH2:34][CH2:33][C@H:32](/[CH:36]=[CH:7]/[C:6]([OH:5])=[O:16])[CH2:31]2)[C:21]2=[C:22]3[CH:28]=[CH:27][NH:26][C:23]3=[N:24][CH:25]=[C:20]2[NH:19]1. The catalyst class is: 7. (3) Reactant: [F:1][C:2]1[CH:3]=[C:4]([NH2:10])[C:5]([NH2:9])=[CH:6][C:7]=1[F:8].[O:11]=[CH:12][C:13](OCC)=O. Product: [F:1][C:2]1[CH:3]=[C:4]2[C:5](=[CH:6][C:7]=1[F:8])[NH:9][C:12](=[O:11])[CH:13]=[N:10]2. The catalyst class is: 8. (4) Reactant: [CH2:1]([Mg]Br)[CH3:2].[C:5]([C:9]1[CH2:13][CH2:12][C:11](=O)[CH:10]=1)([CH3:8])([CH3:7])[CH3:6].Cl. Product: [CH2:1]([C:12]1[CH2:11][CH:10]=[C:9]([C:5]([CH3:8])([CH3:7])[CH3:6])[CH:13]=1)[CH3:2]. The catalyst class is: 27. (5) Reactant: [CH3:1][O:2][CH2:3][O:4][C:5]1[C:14]2[C:13]([CH3:16])([CH3:15])[CH2:12][CH2:11][C:10]([CH3:18])([CH3:17])[C:9]=2[CH:8]=[CH:7][C:6]=1B(O)O.Br[C:23]1[CH:24]=[C:25]([CH:31]=[CH:32][CH:33]=1)[CH:26]=[CH:27][C:28]([OH:30])=[O:29]. Product: [CH3:1][O:2][CH2:3][O:4][C:5]1[C:14]2[C:13]([CH3:16])([CH3:15])[CH2:12][CH2:11][C:10]([CH3:18])([CH3:17])[C:9]=2[CH:8]=[CH:7][C:6]=1[C:32]1[CH:31]=[C:25]([CH:26]=[CH:27][C:28]([OH:30])=[O:29])[CH:24]=[CH:23][CH:33]=1. The catalyst class is: 194. (6) Reactant: C(OC(=O)[NH:7][C@H:8]1[CH2:11][C@H:10]([O:12][CH2:13][C:14]2[CH:19]=[CH:18][CH:17]=[CH:16][CH:15]=2)[CH2:9]1)(C)(C)C.C(O)(C(F)(F)F)=O. Product: [CH2:13]([O:12][C@H:10]1[CH2:11][C@H:8]([NH2:7])[CH2:9]1)[C:14]1[CH:19]=[CH:18][CH:17]=[CH:16][CH:15]=1. The catalyst class is: 2. (7) The catalyst class is: 11. Product: [C:1]([NH:5][S:6]([C:9]1[CH:10]=[N:11][CH:12]=[C:13]([C:15]2[C:24]3[C:19](=[C:20]([C:25]4[CH:30]=[CH:29][CH:28]=[CH:27][CH:26]=4)[CH:21]=[CH:22][CH:23]=3)[C:18]([NH:39][CH2:38][C:33]3[CH:34]=[CH:35][CH:36]=[CH:37][N:32]=3)=[N:17][N:16]=2)[CH:14]=1)(=[O:8])=[O:7])([CH3:4])([CH3:3])[CH3:2]. Reactant: [C:1]([NH:5][S:6]([C:9]1[CH:10]=[N:11][CH:12]=[C:13]([C:15]2[C:24]3[C:19](=[C:20]([C:25]4[CH:30]=[CH:29][CH:28]=[CH:27][CH:26]=4)[CH:21]=[CH:22][CH:23]=3)[C:18](Cl)=[N:17][N:16]=2)[CH:14]=1)(=[O:8])=[O:7])([CH3:4])([CH3:3])[CH3:2].[N:32]1[CH:37]=[CH:36][CH:35]=[CH:34][C:33]=1[CH2:38][NH2:39].